Dataset: Peptide-MHC class I binding affinity with 185,985 pairs from IEDB/IMGT. Task: Regression. Given a peptide amino acid sequence and an MHC pseudo amino acid sequence, predict their binding affinity value. This is MHC class I binding data. (1) The peptide sequence is QPGLLSYVI. The MHC is HLA-B07:02 with pseudo-sequence HLA-B07:02. The binding affinity (normalized) is 0.130. (2) The peptide sequence is EPFSRRHPL. The MHC is HLA-B15:09 with pseudo-sequence HLA-B15:09. The binding affinity (normalized) is 0.0847.